Dataset: Reaction yield outcomes from USPTO patents with 853,638 reactions. Task: Predict the reaction yield, written as a fraction of the theoretical maximum amount of product (1.0 means a 100% yield; for example, 0.34 means a 34% yield). (1) The reactants are Cl.[CH3:2][O:3][C:4](=[O:9])[C@H:5]([CH2:7][OH:8])[NH2:6].[CH3:10][C:11]([O:14][C:15](O[C:15]([O:14][C:11]([CH3:13])([CH3:12])[CH3:10])=[O:16])=[O:16])([CH3:13])[CH3:12].CCN(CC)CC. The catalyst is C1COCC1. The product is [CH3:2][O:3][C:4](=[O:9])[CH:5]([NH:6][C:15]([O:14][C:11]([CH3:13])([CH3:12])[CH3:10])=[O:16])[CH2:7][OH:8]. The yield is 0.860. (2) The reactants are [F:1][C:2]1[CH:3]=[C:4]([CH:23]=[C:24]([F:26])[CH:25]=1)[C:5]([C:7]1[CH:8]=[C:9]2[C:13](=[CH:14][CH:15]=1)[NH:12][N:11]=[C:10]2[NH:16][C:17](=[O:22])[C:18]([F:21])([F:20])[F:19])=[O:6].Cl[C:28]([C:41]1[CH:46]=[CH:45][CH:44]=[CH:43][CH:42]=1)([C:35]1[CH:40]=[CH:39][CH:38]=[CH:37][CH:36]=1)[C:29]1[CH:34]=[CH:33][CH:32]=[CH:31][CH:30]=1.C(N(CC)CC)C. The catalyst is ClCCl. The product is [F:1][C:2]1[CH:3]=[C:4]([CH:23]=[C:24]([F:26])[CH:25]=1)[C:5]([C:7]1[CH:8]=[C:9]2[C:13](=[CH:14][CH:15]=1)[N:12]([C:28]([C:29]1[CH:34]=[CH:33][CH:32]=[CH:31][CH:30]=1)([C:41]1[CH:42]=[CH:43][CH:44]=[CH:45][CH:46]=1)[C:35]1[CH:36]=[CH:37][CH:38]=[CH:39][CH:40]=1)[N:11]=[C:10]2[NH:16][C:17](=[O:22])[C:18]([F:20])([F:21])[F:19])=[O:6]. The yield is 0.860. (3) The reactants are [CH:1]([C:3]1[S:7][C:6]([C:8]([OH:10])=[O:9])=[CH:5][CH:4]=1)=[O:2].[C:11](OC(OC(O[C:11]([CH3:14])([CH3:13])[CH3:12])=O)=O)([CH3:14])([CH3:13])[CH3:12].C1COCC1.C([O-])(O)=O.[Na+]. The catalyst is O.CCOC(C)=O. The product is [CH:1]([C:3]1[S:7][C:6]([C:8]([O:10][C:11]([CH3:14])([CH3:13])[CH3:12])=[O:9])=[CH:5][CH:4]=1)=[O:2]. The yield is 0.680. (4) The reactants are [C:1]([C:4]1[C:5]([O:37]C)=[CH:6][C:7]([C:33]([F:36])([F:35])[F:34])=[C:8]([C:10]2[CH:15]=[CH:14][CH:13]=[C:12]([NH:16][C:17]([C:19]3[NH:20][C:21]4[C:26]([CH:27]=3)=[CH:25][CH:24]=[C:23]([NH:28][S:29]([CH3:32])(=[O:31])=[O:30])[CH:22]=4)=[O:18])[CH:11]=2)[CH:9]=1)(=[O:3])[NH2:2].B(Br)(Br)Br.CO. The catalyst is C(Cl)Cl. The product is [C:1]([C:4]1[C:5]([OH:37])=[CH:6][C:7]([C:33]([F:34])([F:35])[F:36])=[C:8]([C:10]2[CH:15]=[CH:14][CH:13]=[C:12]([NH:16][C:17]([C:19]3[NH:20][C:21]4[C:26]([CH:27]=3)=[CH:25][CH:24]=[C:23]([NH:28][S:29]([CH3:32])(=[O:31])=[O:30])[CH:22]=4)=[O:18])[CH:11]=2)[CH:9]=1)(=[O:3])[NH2:2]. The yield is 0.0800. (5) The reactants are [N:1]1([C:7]2[CH:12]=[CH:11][N:10]=[C:9]3[NH:13][CH:14]=[C:15]([NH:16][C:17](=[O:24])[C:18]4[CH:23]=[CH:22][CH:21]=[N:20][CH:19]=4)[C:8]=23)[CH2:6][CH2:5][NH:4][CH2:3][CH2:2]1.[C:25]([O:29][C:30]([NH:32][C@H:33]([CH:37]([CH3:39])[CH3:38])[C:34](O)=[O:35])=[O:31])([CH3:28])([CH3:27])[CH3:26].C1C=CC2N(O)N=NC=2C=1.O.CCN=C=NCCCN(C)C.CCN(C(C)C)C(C)C. The catalyst is C(Cl)Cl. The product is [CH3:38][CH:37]([CH3:39])[C@@H:33]([NH:32][C:30](=[O:31])[O:29][C:25]([CH3:28])([CH3:27])[CH3:26])[C:34]([N:4]1[CH2:3][CH2:2][N:1]([C:7]2[CH:12]=[CH:11][N:10]=[C:9]3[NH:13][CH:14]=[C:15]([NH:16][C:17](=[O:24])[C:18]4[CH:23]=[CH:22][CH:21]=[N:20][CH:19]=4)[C:8]=23)[CH2:6][CH2:5]1)=[O:35]. The yield is 0.297. (6) The reactants are C1C(=O)N([Br:8])C(=O)C1.[Br:9][C:10]1[CH:11]=[C:12]2[C:17](=[CH:18][CH:19]=1)[N:16]=[C:15]([C:20]([O:22]CC)=[CH2:21])[CH:14]=[N:13]2. The catalyst is C1COCC1.O.CO. The product is [Br:8][CH2:22][C:20]([C:15]1[CH:14]=[N:13][C:12]2[C:17](=[CH:18][CH:19]=[C:10]([Br:9])[CH:11]=2)[N:16]=1)=[O:21]. The yield is 0.590. (7) The reactants are CCO[CH:4]([OH:9])[C:5](Cl)(Cl)Cl.[O-]S([O-])(=O)=O.[Na+].[Na+].[Br:17][C:18]1[C:19]([CH3:25])=[C:20]([CH:22]=[CH:23][CH:24]=1)[NH2:21].Cl.N[OH:28].Cl. The catalyst is O. The product is [Br:17][C:18]1[C:19]([CH3:25])=[C:20]2[C:22]([C:4](=[O:9])[C:5](=[O:28])[NH:21]2)=[CH:23][CH:24]=1. The yield is 0.610.